From a dataset of Reaction yield outcomes from USPTO patents with 853,638 reactions. Predict the reaction yield, written as a fraction of the theoretical maximum amount of product (1.0 means a 100% yield; for example, 0.34 means a 34% yield). (1) The reactants are [C:1]1([C@H:7]2[C@H:16]3[CH2:17][CH2:18][N:19]([C:20]([C@H:22]4[CH2:27][CH2:26][CH2:25][CH2:24][C@H:23]4[NH:28]C(=O)OC(C)(C)C)=[O:21])[C@H:15]3[C:14]3[CH:13]=[CH:12][CH:11]=[CH:10][C:9]=3[NH:8]2)[CH:6]=[CH:5][CH:4]=[CH:3][CH:2]=1.[ClH:36]. The catalyst is C(OCC)(=O)C.CO. The product is [ClH:36].[ClH:36].[C:1]1([C@H:7]2[C@H:16]3[CH2:17][CH2:18][N:19]([C:20]([C@H:22]4[CH2:27][CH2:26][CH2:25][CH2:24][C@H:23]4[NH2:28])=[O:21])[C@H:15]3[C:14]3[CH:13]=[CH:12][CH:11]=[CH:10][C:9]=3[NH:8]2)[CH:6]=[CH:5][CH:4]=[CH:3][CH:2]=1. The yield is 0.900. (2) The product is [Cl:9][C:8]1[CH:7]=[CH:6][C:4]2[N:5]=[C:14]([SH:16])[S:15][C:3]=2[C:2]=1[Cl:1]. The reactants are [Cl:1][C:2]1[C:3](F)=[C:4]([CH:6]=[CH:7][C:8]=1[Cl:9])[NH2:5].CCO[C:14]([S-:16])=[S:15].[K+].Cl. The yield is 0.920. The catalyst is CN(C)C=O.O.